Dataset: NCI-60 drug combinations with 297,098 pairs across 59 cell lines. Task: Regression. Given two drug SMILES strings and cell line genomic features, predict the synergy score measuring deviation from expected non-interaction effect. Drug 1: CC(C1=C(C=CC(=C1Cl)F)Cl)OC2=C(N=CC(=C2)C3=CN(N=C3)C4CCNCC4)N. Drug 2: CC(C)CN1C=NC2=C1C3=CC=CC=C3N=C2N. Cell line: KM12. Synergy scores: CSS=15.5, Synergy_ZIP=-2.53, Synergy_Bliss=-8.38, Synergy_Loewe=-29.7, Synergy_HSA=-10.6.